From a dataset of Full USPTO retrosynthesis dataset with 1.9M reactions from patents (1976-2016). Predict the reactants needed to synthesize the given product. (1) Given the product [Cl:1][C:2]1[CH:7]=[CH:6][C:5]([CH:8]([C:13]2[C:21]3[C:16](=[C:17]([CH2:22][S:23]([CH3:24])=[O:37])[CH:18]=[CH:19][CH:20]=3)[NH:15][CH:14]=2)[CH2:9][CH2:10][C:11]#[N:12])=[C:4]([F:25])[CH:3]=1, predict the reactants needed to synthesize it. The reactants are: [Cl:1][C:2]1[CH:7]=[CH:6][C:5]([CH:8]([C:13]2[C:21]3[C:16](=[C:17]([CH2:22][S:23][CH3:24])[CH:18]=[CH:19][CH:20]=3)[NH:15][CH:14]=2)[CH2:9][CH2:10][C:11]#[N:12])=[C:4]([F:25])[CH:3]=1.ClCCl.ClC1C=CC=C(C(OO)=[O:37])C=1. (2) The reactants are: [C:1]([O:5][C:6](=[O:31])[NH:7][C:8]1([C:16]2[CH:25]=[CH:24][C:23]3[C:18](=[CH:19][CH:20]=[C:21]([OH:30])[C:22]=3[C:26]([F:29])([F:28])[F:27])[CH:17]=2)[CH2:13][O:12][C:11]([CH3:15])([CH3:14])[O:10][CH2:9]1)([CH3:4])([CH3:3])[CH3:2].[F:32][C:33]([F:42])([F:41])[CH:34]1[CH2:39][CH2:38][CH:37](O)[CH2:36][CH2:35]1.C1(P(C2C=CC=CC=2)C2C=CC=CC=2)C=CC=CC=1.C1(C)C=CC=CC=1.N(C(OC(C)C)=O)=NC(OC(C)C)=O.CC(OC(/N=N/C(OC(C)C)=O)=O)C. Given the product [CH3:14][C:11]1([CH3:15])[O:12][CH2:13][C:8]([NH:7][C:6](=[O:31])[O:5][C:1]([CH3:2])([CH3:3])[CH3:4])([C:16]2[CH:25]=[CH:24][C:23]3[C:18](=[CH:19][CH:20]=[C:21]([O:30][CH:37]4[CH2:38][CH2:39][CH:34]([C:33]([F:42])([F:41])[F:32])[CH2:35][CH2:36]4)[C:22]=3[C:26]([F:27])([F:28])[F:29])[CH:17]=2)[CH2:9][O:10]1, predict the reactants needed to synthesize it. (3) Given the product [CH2:27]([CH:29]([CH2:33][CH3:34])[C:30]([NH:1][C:2]1[CH:3]=[CH:4][C:5]([C:8](=[O:26])[CH2:9][N:10]2[C:14](=[O:15])[C:13]([C:19]3[CH:24]=[CH:23][CH:22]=[CH:21][CH:20]=3)([CH2:16][CH2:17][CH3:18])[N:12]=[C:11]2[CH3:25])=[CH:6][CH:7]=1)=[O:31])[CH3:28], predict the reactants needed to synthesize it. The reactants are: [NH2:1][C:2]1[CH:7]=[CH:6][C:5]([C:8](=[O:26])[CH2:9][N:10]2[C:14](=[O:15])[C:13]([C:19]3[CH:24]=[CH:23][CH:22]=[CH:21][CH:20]=3)([CH2:16][CH2:17][CH3:18])[N:12]=[C:11]2[CH3:25])=[CH:4][CH:3]=1.[CH2:27]([CH:29]([CH2:33][CH3:34])[C:30](Cl)=[O:31])[CH3:28]. (4) Given the product [Cl:30][C:31]1[CH:32]=[C:33]([N:37]2[C:1]([C:4]3[C:9](=[O:10])[C:8]([O:11][CH3:12])=[CH:7][N:6]([C:13]4[CH:18]=[CH:17][C:16]([N:19]5[CH:23]=[CH:22][CH:21]=[N:20]5)=[CH:15][C:14]=4[F:24])[N:5]=3)=[CH:2][CH:25]=[N:38]2)[CH:34]=[CH:35][CH:36]=1, predict the reactants needed to synthesize it. The reactants are: [C:1]([C:4]1[C:9](=[O:10])[C:8]([O:11][CH3:12])=[CH:7][N:6]([C:13]2[CH:18]=[CH:17][C:16]([N:19]3[CH:23]=[CH:22][CH:21]=[N:20]3)=[CH:15][C:14]=2[F:24])[N:5]=1)(=O)[CH3:2].[CH3:25]C(O)=O.Cl.[Cl:30][C:31]1[CH:32]=[C:33]([NH:37][NH2:38])[CH:34]=[CH:35][CH:36]=1. (5) Given the product [C:12]([O:11][C:9]([N:2]1[CH2:3][CH:4]2[CH:5]([CH2:6][N:7]([C:30](=[O:31])[C:29]3[CH:33]=[CH:34][C:26]([Br:25])=[CH:27][CH:28]=3)[CH2:8]2)[CH2:1]1)=[O:10])([CH3:15])([CH3:14])[CH3:13], predict the reactants needed to synthesize it. The reactants are: [CH2:1]1[CH:5]2[CH2:6][NH:7][CH2:8][CH:4]2[CH2:3][N:2]1[C:9]([O:11][C:12]([CH3:15])([CH3:14])[CH3:13])=[O:10].C(N(C(C)C)C(C)C)C.[Br:25][C:26]1[CH:34]=[CH:33][C:29]([C:30](Cl)=[O:31])=[CH:28][CH:27]=1. (6) Given the product [ClH:1].[OH:16][C:9]1[C:10]2[NH:11][C:12](=[O:15])[S:13][C:14]=2[C:6]([C@@H:4]([OH:5])[CH2:3][NH:2][CH2:31][CH2:30][CH2:29][S:28][CH2:27][CH2:26][O:25][CH2:17][CH2:18][C:19]2[CH:20]=[CH:21][CH:22]=[CH:23][CH:24]=2)=[CH:7][CH:8]=1, predict the reactants needed to synthesize it. The reactants are: [ClH:1].[NH2:2][CH2:3][C@@H:4]([C:6]1[C:14]2[S:13][C:12](=[O:15])[NH:11][C:10]=2[C:9]([OH:16])=[CH:8][CH:7]=1)[OH:5].[CH2:17]([O:25][CH2:26][CH2:27][S:28][CH2:29][CH2:30][CH:31]=O)[CH2:18][C:19]1[CH:24]=[CH:23][CH:22]=[CH:21][CH:20]=1. (7) Given the product [Cl:1][C:2]1[CH:3]=[C:4]([C:9]2[CH:10]=[C:11]([C:22]([O:24][CH2:25][CH3:26])=[O:23])[O:12][C:13]=2[C:14]2[CH:19]=[CH:18][CH:17]=[C:16]([Cl:39])[CH:15]=2)[CH:5]=[CH:6][CH:7]=1, predict the reactants needed to synthesize it. The reactants are: [Cl:1][C:2]1[CH:3]=[C:4]([C:9]2[CH:10]=[C:11]([C:22]([O:24][CH2:25][CH3:26])=[O:23])[O:12][C:13]=2[C:14]2[CH:19]=[CH:18][CH:17]=[C:16](C#N)[CH:15]=2)[CH:5]=[C:6](F)[CH:7]=1.BrC1C=C(C(OCC)=O)OC=1C1C=CC=C([Cl:39])C=1.